From a dataset of Full USPTO retrosynthesis dataset with 1.9M reactions from patents (1976-2016). Predict the reactants needed to synthesize the given product. (1) Given the product [N+:39]([C:36]1[CH:37]=[CH:38][C:33]([C:31]2[S:14][C:27]([C:26]([NH:43][C:44](=[O:50])[O:45][C:46]([CH3:49])([CH3:48])[CH3:47])([CH3:42])[CH3:25])=[N:29][CH:30]=2)=[CH:34][CH:35]=1)([O-:41])=[O:40], predict the reactants needed to synthesize it. The reactants are: [N+](C1C=CC(C2[S:14]C(CCNC(=O)OC(C)(C)C)=NC=2)=CC=1)([O-])=O.[CH3:25][C:26]([NH:43][C:44](=[O:50])[O:45][C:46]([CH3:49])([CH3:48])[CH3:47])([CH3:42])[C:27]([NH:29][CH2:30][C:31]([C:33]1[CH:38]=[CH:37][C:36]([N+:39]([O-:41])=[O:40])=[CH:35][CH:34]=1)=O)=O.COC1C=CC(P2(SP(C3C=CC(OC)=CC=3)(=S)S2)=S)=CC=1. (2) Given the product [C:1]([C:5]1[CH:9]=[C:8]([NH:10][C:17](=[O:21])[C:16]([CH3:15])([S:22]([CH:25]2[CH2:26][CH2:27][O:28][CH2:29][CH2:30]2)(=[O:24])=[O:23])[CH2:20][CH2:19][OH:18])[O:7][N:6]=1)([CH3:4])([CH3:3])[CH3:2], predict the reactants needed to synthesize it. The reactants are: [C:1]([C:5]1[CH:9]=[C:8]([NH2:10])[O:7][N:6]=1)([CH3:4])([CH3:3])[CH3:2].C[Al](C)C.[CH3:15][C:16]1([S:22]([CH:25]2[CH2:30][CH2:29][O:28][CH2:27][CH2:26]2)(=[O:24])=[O:23])[CH2:20][CH2:19][O:18][C:17]1=[O:21]. (3) Given the product [OH:2][CH:15]=[CH:14][C:13]1[CH:16]=[CH:17][CH:10]=[CH:11][CH:12]=1, predict the reactants needed to synthesize it. The reactants are: C[OH:2].O.C(OC(O[C:10]1[CH:17]=[CH:16][C:13]([CH:14]=[CH2:15])=[CH:12][CH:11]=1)C)C. (4) The reactants are: CO[C:3]([CH:5]([CH:12]1[NH:17][CH2:16][CH2:15][CH2:14][CH2:13]1)[C:6]1[CH:7]=[CH:8][CH:9]=[CH:10][CH:11]=1)=O.ClC1C=CC=C[N:20]=1.C1(CC#N)C=CC=CC=1. Given the product [N:17]1[CH:16]=[CH:15][CH:14]=[CH:13][C:12]=1[CH:5]([C:6]1[CH:7]=[CH:8][CH:9]=[CH:10][CH:11]=1)[C:3]#[N:20], predict the reactants needed to synthesize it. (5) Given the product [C:50]([OH:55])(=[O:54])[C:51]([OH:53])=[O:52].[CH3:1][O:2][C:3]1[CH:15]=[CH:14][C:6]2[N:7]([C:8]3[CH:13]=[CH:12][CH:11]=[CH:10][N:9]=3)[C:24](/[CH:23]=[CH:22]/[C:19]3[CH:20]=[CH:21][S:17][CH:18]=3)=[N:16][C:5]=2[CH:4]=1, predict the reactants needed to synthesize it. The reactants are: [CH3:1][O:2][C:3]1[CH:15]=[CH:14][C:6]([NH:7][C:8]2[CH:13]=[CH:12][CH:11]=[CH:10][N:9]=2)=[C:5]([NH2:16])[CH:4]=1.[S:17]1[CH:21]=[CH:20][C:19](/[CH:22]=[CH:23]/[C:24](Cl)=O)=[CH:18]1.N1C=CC=CC=1N1C2C=CC=CC=2N=C1/C=C/C1C=CC=CC=1.[C:50]([OH:55])(=[O:54])[C:51]([OH:53])=[O:52]. (6) Given the product [Cl:16][C:14]1[CH:13]=[CH:12][C:5]([O:6][C@@H:7]([CH3:11])[C:8]([OH:10])=[O:9])=[C:4]([C:24]2[CH:29]=[CH:28][C:27]([S:30]([N:33]3[CH2:34][CH2:35][O:36][CH2:37][CH2:38]3)(=[O:31])=[O:32])=[CH:26][CH:25]=2)[CH:15]=1, predict the reactants needed to synthesize it. The reactants are: B([C:4]1[CH:15]=[C:14]([Cl:16])[CH:13]=[CH:12][C:5]=1[O:6][C@@H:7]([CH3:11])[C:8]([OH:10])=[O:9])(O)O.C(=O)([O-])[O-].[Na+].[Na+].Br[C:24]1[CH:29]=[CH:28][C:27]([S:30]([N:33]2[CH2:38][CH2:37][O:36][CH2:35][CH2:34]2)(=[O:32])=[O:31])=[CH:26][CH:25]=1. (7) Given the product [Cl:7][C:8]1[CH:13]=[CH:12][C:11]([C:14]2[S:18][C:17]([C:19]([N:43]([O:5][CH3:1])[CH3:41])=[O:20])=[C:16]([C:22]3[CH:23]=[CH:24][C:25]([S:28](=[O:30])(=[O:31])[N:29]=[CH:36][N:37]([CH3:39])[CH3:38])=[CH:26][CH:27]=3)[C:15]=2[CH2:32][N:33]([CH3:35])[CH3:34])=[CH:10][CH:9]=1, predict the reactants needed to synthesize it. The reactants are: [C:1](Cl)(=[O:5])C(Cl)=O.[Cl:7][C:8]1[CH:13]=[CH:12][C:11]([C:14]2[S:18][C:17]([C:19](O)=[O:20])=[C:16]([C:22]3[CH:27]=[CH:26][C:25]([S:28](=[O:31])(=[O:30])[NH2:29])=[CH:24][CH:23]=3)[C:15]=2[CH2:32][N:33]([CH3:35])[CH3:34])=[CH:10][CH:9]=1.[CH3:36][N:37]([CH:39]=O)[CH3:38].[CH2:41]([N:43](CC)CC)C.